Dataset: Full USPTO retrosynthesis dataset with 1.9M reactions from patents (1976-2016). Task: Predict the reactants needed to synthesize the given product. (1) Given the product [CH3:60][C:39]1[O:38][N:37]=[C:36]([C:32]2[CH:31]=[C:30]([C:26]3[CH:27]=[CH:28][C:29]([C:6]4[NH:8][N:3]=[N:2][N:1]=4)=[CH:24][CH:25]=3)[CH:35]=[CH:34][CH:33]=2)[C:40]=1[C:41]1[N:42]=[C:43]([CH:46]2[CH2:51][CH2:50][N:49]([C:52](=[O:59])[CH2:53][C:54]3[S:55][CH:56]=[CH:57][CH:58]=3)[CH2:48][CH2:47]2)[S:44][CH:45]=1, predict the reactants needed to synthesize it. The reactants are: [N-:1]=[N+:2]=[N-:3].[Na+].Cl.[CH2:6]([N:8](CC)CC)C.FC(F)(F)C(O)=O.CS([C:24]1[CH:25]=[C:26]([C:30]2[CH:35]=[CH:34][CH:33]=[C:32]([C:36]3[C:40]([C:41]4[N:42]=[C:43]([CH:46]5[CH2:51][CH2:50][N:49]([C:52](=[O:59])[CH2:53][C:54]6[S:55][CH:56]=[CH:57][CH:58]=6)[CH2:48][CH2:47]5)[S:44][CH:45]=4)=[C:39]([CH3:60])[O:38][N:37]=3)[CH:31]=2)[CH:27]=[CH:28][CH:29]=1)(=O)=O. (2) Given the product [CH3:8][O:9][C:10]1[CH:62]=[CH:61][C:13]([CH2:14][N:15]([CH2:52][C:53]2[CH:58]=[CH:57][C:56]([O:59][CH3:60])=[CH:55][CH:54]=2)[C:16]2[N:17]=[C:18]([C:23]3[C:28]([NH:29][C:30]4[CH:31]=[N:32][C:33]([O:36][CH3:37])=[N:34][CH:35]=4)=[N:27][CH:26]=[C:25]([CH2:38][N:39]4[CH2:44][CH2:43][N:42]([S:71]([CH3:70])(=[O:73])=[O:72])[CH2:41][CH2:40]4)[CH:24]=3)[N:19]=[C:20]([CH3:22])[N:21]=2)=[CH:12][CH:11]=1, predict the reactants needed to synthesize it. The reactants are: C(O)(C(F)(F)F)=O.[CH3:8][O:9][C:10]1[CH:62]=[CH:61][C:13]([CH2:14][N:15]([CH2:52][C:53]2[CH:58]=[CH:57][C:56]([O:59][CH3:60])=[CH:55][CH:54]=2)[C:16]2[N:21]=[C:20]([CH3:22])[N:19]=[C:18]([C:23]3[CH:24]=[C:25]([CH2:38][N:39]4[CH2:44][CH2:43][N:42](C(OC(C)(C)C)=O)[CH2:41][CH2:40]4)[CH:26]=[N:27][C:28]=3[NH:29][C:30]3[CH:31]=[N:32][C:33]([O:36][CH3:37])=[N:34][CH:35]=3)[N:17]=2)=[CH:12][CH:11]=1.C(N(CC)CC)C.[CH3:70][S:71](Cl)(=[O:73])=[O:72].